This data is from Volume of distribution at steady state (VDss) regression data from Lombardo et al.. The task is: Regression/Classification. Given a drug SMILES string, predict its absorption, distribution, metabolism, or excretion properties. Task type varies by dataset: regression for continuous measurements (e.g., permeability, clearance, half-life) or binary classification for categorical outcomes (e.g., BBB penetration, CYP inhibition). For this dataset (vdss_lombardo), we predict log10(VDss) (log10 of volume of distribution in L/kg). (1) The molecule is O=S(=O)(O)c1cc(O)ccc1O. The log10(VDss) is -0.920. (2) The molecule is CCC1(O)CC2CN(CCc3c([nH]c4ccccc34)C(C(=O)OC)(c3cc4c(cc3OC)N(C=O)C3C(O)(C(=O)OC)C(OC(C)=O)C5(CC)C=CCN6CCC43C65)C2)C1. The log10(VDss) is 0.380. (3) The log10(VDss) is 0.460. The compound is CC(C)C(=O)OCC(=O)C12OC(C3CCCCC3)OC1CC1C3CCC4=CC(=O)C=CC4(C)C3C(O)CC12C. (4) The compound is Nc1nc(=O)c2c([nH]1)NCC(CNc1ccc(C(=O)NC(CCC(=O)[O-])C(=O)[O-])cc1)N2C=O. The log10(VDss) is -0.600. (5) The log10(VDss) is 1.19. The drug is COc1cccc2c1C(=N)c1c(O)c3c(c(O)c1C2=O)C[C@@](O)(C(=O)CO)C[C@@H]3O[C@H]1C[C@H](N)[C@H](O)[C@H](C)O1. (6) The molecule is CC[NH+](CC)CCCC(C)Nc1cc[nH+]c2cc(Cl)ccc12. The log10(VDss) is 2.15. (7) The compound is CC1(C)CCC2(C(=O)[O-])CCC3(COC(=O)/C=C/c4cc(O)ccc4NC(=O)/C=C/C(=O)[O-])C(=CCC4C5(C)CCC(=O)C(C)(C)C5CCC43C)C2C1. The log10(VDss) is 0.160. (8) The compound is Clc1cccc(Cl)c1NC1=[NH+]CCN1. The log10(VDss) is 0.520. (9) The compound is CO/N=C(\C(=O)N[C@H]1C(=O)N2C(C(=O)O)=C(CSc3cnns3)CS[C@H]12)c1csc(N)n1. The log10(VDss) is -0.700.